Dataset: Catalyst prediction with 721,799 reactions and 888 catalyst types from USPTO. Task: Predict which catalyst facilitates the given reaction. (1) The catalyst class is: 118. Product: [F:1][C:2]1[CH:7]=[C:6]([F:8])[CH:5]=[CH:4][C:3]=1[C:9]1[N:10]=[C:11]2[N:15]([C:16]=1[C:17]1[CH:18]=[CH:19][C:20]3[N:21]([C:23]([C:26]([O:29][CH2:33][CH2:34][O:35][CH3:36])([CH3:27])[CH3:28])=[N:24][N:25]=3)[N:22]=1)[CH:14]=[CH:13][O:12]2. Reactant: [F:1][C:2]1[CH:7]=[C:6]([F:8])[CH:5]=[CH:4][C:3]=1[C:9]1[N:10]=[C:11]2[N:15]([C:16]=1[C:17]1[CH:18]=[CH:19][C:20]3[N:21]([C:23]([C:26]([OH:29])([CH3:28])[CH3:27])=[N:24][N:25]=3)[N:22]=1)[CH:14]=[CH:13][O:12]2.[H-].[Na+].Br[CH2:33][CH2:34][O:35][CH3:36]. (2) Reactant: [Br:1][C:2]1[CH:3]=[C:4]([C:9]2[N:10]=[N:11][S:12][C:13]=2[C:14]2[CH:19]=[CH:18][CH:17]=[C:16]([Cl:20])[C:15]=2[Cl:21])[C:5](Cl)=[N:6][CH:7]=1.[CH3:22][O:23][C:24]1[CH:31]=[CH:30][C:27]([CH2:28][NH2:29])=[CH:26][CH:25]=1. Product: [CH3:22][O:23][C:24]1[CH:31]=[CH:30][C:27]([CH2:28][NH:29][C:5]2[C:4]([C:9]3[N:10]=[N:11][S:12][C:13]=3[C:14]3[CH:19]=[CH:18][CH:17]=[C:16]([Cl:20])[C:15]=3[Cl:21])=[CH:3][C:2]([Br:1])=[CH:7][N:6]=2)=[CH:26][CH:25]=1. The catalyst class is: 12. (3) Reactant: [Cl-].[CH:2]1([CH2:8][N:9]2[CH2:14][CH2:13][CH2:12][C@H:11]([CH2:15][NH:16][C:17]([C@H:19]3[CH2:23][CH2:22][CH2:21][N:20]3[C:24]([C@@H:26]3[CH2:30][C@@H:29]([OH:31])[CH2:28][N:27]3[C:32](=[O:53])[CH2:33][C:34]([C:47]3[CH:52]=[CH:51][CH:50]=[CH:49][CH:48]=3)([C:41]3[CH:46]=[CH:45][CH:44]=[CH:43][CH:42]=3)[C:35]3[CH:40]=[CH:39][CH:38]=[CH:37][CH:36]=3)=[O:25])=[O:18])[CH2:10]2)[CH2:7][CH2:6][CH2:5][CH2:4][CH2:3]1.C(N(CC)CC)C. Product: [CH:2]1([CH2:8][N:9]2[CH2:14][CH2:13][CH2:12][C@H:11]([CH2:15][NH:16][C:17]([C@H:19]3[CH2:23][CH2:22][CH2:21][N:20]3[C:24]([C@@H:26]3[CH2:30][C:29](=[O:31])[CH2:28][N:27]3[C:32](=[O:53])[CH2:33][C:34]([C:47]3[CH:48]=[CH:49][CH:50]=[CH:51][CH:52]=3)([C:41]3[CH:42]=[CH:43][CH:44]=[CH:45][CH:46]=3)[C:35]3[CH:40]=[CH:39][CH:38]=[CH:37][CH:36]=3)=[O:25])=[O:18])[CH2:10]2)[CH2:3][CH2:4][CH2:5][CH2:6][CH2:7]1. The catalyst class is: 764. (4) Reactant: [C:1]([O:5][C:6]([NH:8][C@@H:9]([C@H:25]([O:34][Si:35]([C:38]([CH3:41])([CH3:40])[CH3:39])([CH3:37])[CH3:36])[CH2:26][O:27][C:28]1[CH:33]=[CH:32][CH:31]=[CH:30][CH:29]=1)[CH2:10][CH2:11][CH:12]1[O:14][CH:13]1[C:15]1[CH:24]=[CH:23][C:18]([C:19]([O:21][CH3:22])=[O:20])=[CH:17][CH:16]=1)=[O:7])([CH3:4])([CH3:3])[CH3:2].[H][H]. Product: [C:1]([O:5][C:6]([NH:8][C@@H:9]([C@H:25]([O:34][Si:35]([C:38]([CH3:41])([CH3:40])[CH3:39])([CH3:37])[CH3:36])[CH2:26][O:27][C:28]1[CH:33]=[CH:32][CH:31]=[CH:30][CH:29]=1)[CH2:10][CH2:11][CH:12]([OH:14])[CH2:13][C:15]1[CH:16]=[CH:17][C:18]([C:19]([O:21][CH3:22])=[O:20])=[CH:23][CH:24]=1)=[O:7])([CH3:4])([CH3:3])[CH3:2]. The catalyst class is: 19. (5) Reactant: [F:1][C:2]1[CH:3]=[CH:4][C:5]([C:8]2[CH:12]=[CH:11][NH:10][N:9]=2)=[N:6][CH:7]=1.C([O-])([O-])=O.[Cs+].[Cs+].Br[CH2:20][CH:21]([O:25][CH2:26][CH3:27])[O:22][CH2:23][CH3:24].O. Product: [CH2:23]([O:22][CH:21]([O:25][CH2:26][CH3:27])[CH2:20][N:10]1[CH:11]=[CH:12][C:8]([C:5]2[CH:4]=[CH:3][C:2]([F:1])=[CH:7][N:6]=2)=[N:9]1)[CH3:24]. The catalyst class is: 3.